Dataset: Forward reaction prediction with 1.9M reactions from USPTO patents (1976-2016). Task: Predict the product of the given reaction. (1) Given the reactants CO[C:3]1[CH:8]=[CH:7][C:6](C)=[CH:5][C:4]=1[S:10]([C:13]1[CH:14]=[C:15]([C:22]([O:24][CH3:25])=[O:23])[C:16]2[O:20][CH:19]=[CH:18][C:17]=2[CH:21]=1)(=[O:12])=[O:11].C1(S(C2C=C(C(OC)=O)C3OCCC=3C=2)(=O)=O)C=CC=CC=1, predict the reaction product. The product is: [C:4]1([S:10]([C:13]2[CH:14]=[C:15]([C:22]([O:24][CH3:25])=[O:23])[C:16]3[O:20][CH:19]=[CH:18][C:17]=3[CH:21]=2)(=[O:12])=[O:11])[CH:3]=[CH:8][CH:7]=[CH:6][CH:5]=1. (2) Given the reactants [CH:1]1([NH:4][C:5]([C:7]2[C:15]3[CH:14]=[C:13]([C:16]4[C:21]([Cl:22])=[CH:20][N:19]=[C:18](Cl)[N:17]=4)[S:12][C:11]=3[CH:10]=[CH:9][CH:8]=2)=[O:6])[CH2:3][CH2:2]1.[C:24]([O:28][C:29]([N:31]1[CH2:36][CH2:35][C:34]([CH2:39][CH2:40][CH2:41][NH2:42])([CH2:37][CH3:38])[CH2:33][CH2:32]1)=[O:30])([CH3:27])([CH3:26])[CH3:25].C(N(C(C)C)CC)(C)C, predict the reaction product. The product is: [C:24]([O:28][C:29]([N:31]1[CH2:36][CH2:35][C:34]([CH2:39][CH2:40][CH2:41][NH:42][C:18]2[N:17]=[C:16]([C:13]3[S:12][C:11]4[CH:10]=[CH:9][CH:8]=[C:7]([C:5](=[O:6])[NH:4][CH:1]5[CH2:3][CH2:2]5)[C:15]=4[CH:14]=3)[C:21]([Cl:22])=[CH:20][N:19]=2)([CH2:37][CH3:38])[CH2:33][CH2:32]1)=[O:30])([CH3:25])([CH3:27])[CH3:26]. (3) Given the reactants [F:1][C:2]1[C:7]([C:8]([F:11])([F:10])[F:9])=[CH:6][CH:5]=[CH:4][C:3]=1[C:12]1(O)[CH2:17][CH2:16][N:15]([CH3:18])[CH2:14][CH2:13]1.[OH-].[Na+], predict the reaction product. The product is: [F:1][C:2]1[C:7]([C:8]([F:9])([F:10])[F:11])=[CH:6][CH:5]=[CH:4][C:3]=1[C:12]1[CH2:17][CH2:16][N:15]([CH3:18])[CH2:14][CH:13]=1. (4) Given the reactants [C:1]([CH2:3][CH2:4][CH2:5][O:6][C:7]1[CH:8]=[C:9]([CH:49]=[C:50]([CH2:52][CH2:53][CH2:54][O:55][CH3:56])[CH:51]=1)[CH2:10][N:11]([CH:46]1[CH2:48][CH2:47]1)[C:12]([C@@H:14]1[C@@H:19]([C:20]2[CH:25]=[CH:24][C:23]([O:26][CH2:27][CH2:28][O:29][C:30]3[C:35]([Cl:36])=[CH:34][C:33]([CH3:37])=[CH:32][C:31]=3[Cl:38])=[CH:22][CH:21]=2)[CH2:18][CH2:17][N:16]([C:39]([O:41][C:42]([CH3:45])([CH3:44])[CH3:43])=[O:40])[CH2:15]1)=[O:13])#[N:2].C([Sn]([N:70]=[N+:71]=[N-:72])(CCCC)CCCC)CCC, predict the reaction product. The product is: [CH:46]1([N:11]([CH2:10][C:9]2[CH:8]=[C:7]([O:6][CH2:5][CH2:4][CH2:3][C:1]3[N:70]=[N:71][NH:72][N:2]=3)[CH:51]=[C:50]([CH2:52][CH2:53][CH2:54][O:55][CH3:56])[CH:49]=2)[C:12]([C@@H:14]2[C@@H:19]([C:20]3[CH:25]=[CH:24][C:23]([O:26][CH2:27][CH2:28][O:29][C:30]4[C:35]([Cl:36])=[CH:34][C:33]([CH3:37])=[CH:32][C:31]=4[Cl:38])=[CH:22][CH:21]=3)[CH2:18][CH2:17][N:16]([C:39]([O:41][C:42]([CH3:43])([CH3:44])[CH3:45])=[O:40])[CH2:15]2)=[O:13])[CH2:48][CH2:47]1. (5) The product is: [CH2:17]([N:3]([CH2:1][CH3:2])[CH2:4][CH2:5][CH2:6][O:7][C:8]1[CH:9]=[CH:10][C:11]([NH2:14])=[CH:12][CH:13]=1)[CH3:18]. Given the reactants [CH2:1]([N:3]([CH2:17][CH3:18])[CH2:4][CH2:5][CH2:6][O:7][C:8]1[CH:13]=[CH:12][C:11]([N+:14]([O-])=O)=[CH:10][CH:9]=1)[CH3:2].O.NN, predict the reaction product. (6) Given the reactants [OH:1][CH:2]([CH:8]([NH:16][C:17](=[O:35])[C:18]1[CH:23]=[CH:22][CH:21]=[N:20][C:19]=1[C:24]1[N:25]=[C:26]([C:29]2[CH:34]=[CH:33][CH:32]=[CH:31][CH:30]=2)[S:27][CH:28]=1)[CH2:9][C:10]1[CH:15]=[CH:14][CH:13]=[CH:12][CH:11]=1)[C:3]([O:5]CC)=[O:4].C1COCC1, predict the reaction product. The product is: [OH:1][CH:2]([CH:8]([NH:16][C:17](=[O:35])[C:18]1[CH:23]=[CH:22][CH:21]=[N:20][C:19]=1[C:24]1[N:25]=[C:26]([C:29]2[CH:30]=[CH:31][CH:32]=[CH:33][CH:34]=2)[S:27][CH:28]=1)[CH2:9][C:10]1[CH:11]=[CH:12][CH:13]=[CH:14][CH:15]=1)[C:3]([OH:5])=[O:4]. (7) Given the reactants [NH2:1][C:2]([NH2:4])=[S:3].N1[CH:10]=[CH:9][CH:8]=[CH:7][CH:6]=1.C[OH:12], predict the reaction product. The product is: [NH2:1][C:2]1[S:3][C:8]([C:9](=[O:12])[CH3:10])=[C:7]([CH3:6])[N:4]=1. (8) Given the reactants C[O:2][C:3]([C:5]1[C:9]([NH:10][C:11](=[O:15])[CH:12](Cl)[CH3:13])=[CH:8][S:7][CH:6]=1)=[O:4].[C:16]([C:20]1[CH:25]=[CH:24][C:23]([OH:26])=[CH:22][CH:21]=1)([CH3:19])([CH3:18])[CH3:17], predict the reaction product. The product is: [C:16]([C:20]1[CH:21]=[CH:22][C:23]([O:26][CH:12]([CH3:13])[C:11]([NH:10][C:9]2[C:5]([C:3]([OH:2])=[O:4])=[CH:6][S:7][CH:8]=2)=[O:15])=[CH:24][CH:25]=1)([CH3:19])([CH3:17])[CH3:18].